Predict the product of the given reaction. From a dataset of Forward reaction prediction with 1.9M reactions from USPTO patents (1976-2016). Given the reactants [C:1]([C:5]1[N:9]([CH2:10][CH:11]2[CH2:16][CH2:15][C:14]([F:18])([F:17])[CH2:13][CH2:12]2)[C:8]2[CH:19]=[CH:20][C:21]([C:23](O)=[O:24])=[CH:22][C:7]=2[N:6]=1)([CH3:4])([CH3:3])[CH3:2].CCN(C(C)C)C(C)C.CN(C(ON1N=NC2C=CC=NC1=2)=[N+](C)C)C.F[P-](F)(F)(F)(F)F.[C:59]([N:66]1[CH2:71][CH2:70][NH:69][CH2:68][CH2:67]1)([O:61][C:62]([CH3:65])([CH3:64])[CH3:63])=[O:60], predict the reaction product. The product is: [C:1]([C:5]1[N:9]([CH2:10][CH:11]2[CH2:16][CH2:15][C:14]([F:18])([F:17])[CH2:13][CH2:12]2)[C:8]2[CH:19]=[CH:20][C:21]([C:23]([N:69]3[CH2:68][CH2:67][N:66]([C:59]([O:61][C:62]([CH3:65])([CH3:64])[CH3:63])=[O:60])[CH2:71][CH2:70]3)=[O:24])=[CH:22][C:7]=2[N:6]=1)([CH3:4])([CH3:2])[CH3:3].